From a dataset of Reaction yield outcomes from USPTO patents with 853,638 reactions. Predict the reaction yield, written as a fraction of the theoretical maximum amount of product (1.0 means a 100% yield; for example, 0.34 means a 34% yield). (1) The reactants are [Br:1][C:2]1[CH:8]=[CH:7][CH:6]=[CH:5][C:3]=1[NH2:4].C(=O)([O-])[O-].[K+].[K+].[C:15](Cl)(=[O:24])[CH:16]=[CH:17][C:18]1[CH:23]=[CH:22][CH:21]=[CH:20][CH:19]=1. The catalyst is CC(C)=O.O. The product is [Br:1][C:2]1[CH:8]=[CH:7][CH:6]=[CH:5][C:3]=1[NH:4][C:15](=[O:24])/[CH:16]=[CH:17]/[C:18]1[CH:23]=[CH:22][CH:21]=[CH:20][CH:19]=1. The yield is 0.750. (2) The product is [CH3:21][O:22][C:23](=[O:32])[CH:24]([N:9]1[C:8](=[O:12])[CH:7]=[C:6]([CH2:5][C:4]2[CH:13]=[CH:14][CH:15]=[CH:16][C:3]=2[C:2]([F:1])([F:17])[F:18])[CH:11]=[N:10]1)[CH2:25][CH:26]1[CH2:27][CH2:28][CH2:29][CH2:30]1. The catalyst is O1CCCC1.O.C(Cl)Cl. The yield is 0.440. The reactants are [F:1][C:2]([F:18])([F:17])[C:3]1[CH:16]=[CH:15][CH:14]=[CH:13][C:4]=1[CH2:5][C:6]1[CH:11]=[N:10][NH:9][C:8](=[O:12])[CH:7]=1.[H-].[Na+].[CH3:21][O:22][C:23](=[O:32])[CH:24](Br)[CH2:25][CH:26]1[CH2:30][CH2:29][CH2:28][CH2:27]1. (3) The reactants are [CH3:1][NH:2][C:3]1[N:8]=[C:7]([CH2:9][CH2:10][OH:11])[CH:6]=[CH:5][CH:4]=1.[CH2:12]([O:14][C:15](=[O:31])[CH2:16][CH:17]([N:21]1[C:29]2[C:24](=[CH:25][C:26](O)=[CH:27][CH:28]=2)[CH:23]=[CH:22]1)[CH2:18][CH2:19][CH3:20])[CH3:13]. No catalyst specified. The product is [CH2:12]([O:14][C:15](=[O:31])[CH2:16][CH:17]([N:21]1[C:29]2[C:24](=[CH:25][C:26]([O:11][CH2:10][CH2:9][C:7]3[CH:6]=[CH:5][CH:4]=[C:3]([NH:2][CH3:1])[N:8]=3)=[CH:27][CH:28]=2)[CH:23]=[CH:22]1)[CH2:18][CH2:19][CH3:20])[CH3:13]. The yield is 0.250.